Dataset: Reaction yield outcomes from USPTO patents with 853,638 reactions. Task: Predict the reaction yield, written as a fraction of the theoretical maximum amount of product (1.0 means a 100% yield; for example, 0.34 means a 34% yield). (1) The reactants are [CH:1]1([CH2:4][O:5][C:6]2[CH:7]=[C:8]([CH:11]=[CH:12][C:13]=2[O:14][CH:15]([F:17])[F:16])[CH:9]=[O:10])[CH2:3][CH2:2]1.C(O)(=[O:20])C.S(=O)(=O)(O)N.[Cl-].[Na+]. The catalyst is O. The product is [CH:1]1([CH2:4][O:5][C:6]2[CH:7]=[C:8]([CH:11]=[CH:12][C:13]=2[O:14][CH:15]([F:16])[F:17])[C:9]([OH:20])=[O:10])[CH2:3][CH2:2]1. The yield is 0.850. (2) The reactants are [I:1][C:2]1[C:10]2[C:5](=[N:6][CH:7]=[C:8]([C:11]3[CH:12]=[C:13]([CH:17]=[CH:18][CH:19]=3)[C:14]([OH:16])=O)[CH:9]=2)[N:4]([CH2:20][O:21][CH2:22][CH2:23][Si:24]([CH3:27])([CH3:26])[CH3:25])[N:3]=1.[CH3:28][N:29]([CH3:38])[CH2:30][CH2:31][N:32]1[CH2:37][CH2:36][NH:35][CH2:34][CH2:33]1.F[P-](F)(F)(F)(F)F.N1(OC(N(C)C)=[N+](C)C)C2N=CC=CC=2N=N1.C(N(CC)CC)C. The catalyst is CN(C=O)C.O. The product is [CH3:28][N:29]([CH3:38])[CH2:30][CH2:31][N:32]1[CH2:37][CH2:36][N:35]([C:14]([C:13]2[CH:17]=[CH:18][CH:19]=[C:11]([C:8]3[CH:9]=[C:10]4[C:2]([I:1])=[N:3][N:4]([CH2:20][O:21][CH2:22][CH2:23][Si:24]([CH3:27])([CH3:25])[CH3:26])[C:5]4=[N:6][CH:7]=3)[CH:12]=2)=[O:16])[CH2:34][CH2:33]1. The yield is 0.430. (3) The reactants are [C:1]([C:5]1[CH:9]=[C:8]([NH:10][C:11]([NH:13][C@@H:14]2[C:23]3[C:18](=[CH:19][CH:20]=[CH:21][CH:22]=3)[C@H:17]([O:24][C:25]3[CH:26]=[CH:27][C:28]4[N:29]([C:31]([N:34]5[C@H:39]([CH3:40])[CH2:38][CH2:37][CH2:36][C@@H:35]5[CH3:41])=[N:32][N:33]=4)[CH:30]=3)[CH2:16][CH2:15]2)=[O:12])[N:7]([C:42]2[CH:43]=[N:44][N:45]([CH2:47][CH2:48]OS(C)(=O)=O)[CH:46]=2)[N:6]=1)([CH3:4])([CH3:3])[CH3:2].[CH3:54][NH:55][CH3:56]. The catalyst is C1COCC1. The product is [C:1]([C:5]1[CH:9]=[C:8]([NH:10][C:11]([NH:13][C@@H:14]2[C:23]3[C:18](=[CH:19][CH:20]=[CH:21][CH:22]=3)[C@H:17]([O:24][C:25]3[CH:26]=[CH:27][C:28]4[N:29]([C:31]([N:34]5[C@H:39]([CH3:40])[CH2:38][CH2:37][CH2:36][C@@H:35]5[CH3:41])=[N:32][N:33]=4)[CH:30]=3)[CH2:16][CH2:15]2)=[O:12])[N:7]([C:42]2[CH:43]=[N:44][N:45]([CH2:47][CH2:48][N:55]([CH3:56])[CH3:54])[CH:46]=2)[N:6]=1)([CH3:3])([CH3:2])[CH3:4]. The yield is 0.290.